This data is from Reaction yield outcomes from USPTO patents with 853,638 reactions. The task is: Predict the reaction yield, written as a fraction of the theoretical maximum amount of product (1.0 means a 100% yield; for example, 0.34 means a 34% yield). (1) The reactants are [F:1][C:2]1[C:3]([N+:16]([O-])=O)=[CH:4][C:5]([N+:13]([O-])=O)=[C:6](/[CH:8]=[CH:9]/N(C)C)[CH:7]=1. The catalyst is [Ni].CCO. The product is [F:1][C:2]1[CH:7]=[C:6]2[C:5](=[CH:4][C:3]=1[NH2:16])[NH:13][CH:9]=[CH:8]2. The yield is 0.160. (2) The reactants are [CH3:1][CH:2]([CH3:18])[C:3]([NH:5][C:6]1[CH:11]=[CH:10][CH:9]=[C:8]([CH:12]2[CH2:17][CH2:16][NH:15][CH2:14][CH2:13]2)[CH:7]=1)=[O:4].Cl[CH2:20][CH2:21][C@H:22]([O:29][C:30]1(OC2C=CC=CC=2)[CH:35]=[CH:34][CH:33]=[CH:32][CH2:31]1)[C:23]1[CH:28]=[CH:27][CH:26]=[CH:25][CH:24]=1.[C:43](=[O:46])([O-])[O-].[K+].[K+].[I-].[Na+]. The catalyst is CN(C=O)C.O. The product is [CH3:1][CH:2]([CH3:18])[C:3]([NH:5][C:6]1[CH:11]=[CH:10][CH:9]=[C:8]([CH:12]2[CH2:17][CH2:16][N:15]([CH2:20][CH2:21][C@H:22]([O:29][C:30]3[CH:31]=[CH:32][C:33]([O:46][C:43]4[CH:10]=[CH:11][CH:6]=[CH:7][CH:8]=4)=[CH:34][CH:35]=3)[C:23]3[CH:24]=[CH:25][CH:26]=[CH:27][CH:28]=3)[CH2:14][CH2:13]2)[CH:7]=1)=[O:4]. The yield is 0.746. (3) The reactants are Br[C:2]1[CH:23]=[CH:22][C:5]([C:6]([NH:8][S:9]([C:12]2[CH:17]=[CH:16][CH:15]=[CH:14][C:13]=2[S:18](=[O:21])(=[O:20])[NH2:19])(=[O:11])=[O:10])=[O:7])=[CH:4][C:3]=1[F:24].[CH:25]1([C:30]#[CH:31])[CH2:29][CH2:28][CH2:27][CH2:26]1.C(NC(C)C)(C)C. The catalyst is CN(C)C=O.[Cu]I.Cl[Pd](Cl)([P](C1C=CC=CC=1)(C1C=CC=CC=1)C1C=CC=CC=1)[P](C1C=CC=CC=1)(C1C=CC=CC=1)C1C=CC=CC=1. The product is [CH:25]1([C:30]#[C:31][C:2]2[CH:23]=[CH:22][C:5]([C:6]([NH:8][S:9]([C:12]3[CH:17]=[CH:16][CH:15]=[CH:14][C:13]=3[S:18](=[O:21])(=[O:20])[NH2:19])(=[O:11])=[O:10])=[O:7])=[CH:4][C:3]=2[F:24])[CH2:29][CH2:28][CH2:27][CH2:26]1. The yield is 0.520. (4) The reactants are [CH3:1][O:2][C:3]1[C:8]([N+:9]([O-:11])=[O:10])=[C:7]([O:12][CH3:13])[N:6]=[C:5]([NH:14][CH2:15][CH2:16][NH:17]C(=O)OC(C)(C)C)[N:4]=1. The catalyst is FC(F)(F)C(O)=O.ClCCl. The product is [CH3:1][O:2][C:3]1[C:8]([N+:9]([O-:11])=[O:10])=[C:7]([O:12][CH3:13])[N:6]=[C:5]([NH:14][CH2:15][CH2:16][NH2:17])[N:4]=1. The yield is 0.600. (5) The reactants are Br[C:2]1[CH:3]=[C:4]2[C:9](=[CH:10][CH:11]=1)[N:8]=[CH:7][C:6]([C:12]([CH:14]1[CH2:16][CH2:15]1)=[O:13])=[C:5]2[NH:17][C@H:18]1[CH2:23][CH2:22][C@H:21]([N:24]2[CH2:28][CH2:27][CH2:26][CH2:25]2)[CH2:20][CH2:19]1.[Cl:29][C:30]1[CH:31]=[C:32](B(O)O)[CH:33]=[CH:34][C:35]=1[OH:36]. No catalyst specified. The product is [Cl:29][C:30]1[CH:31]=[C:32]([C:2]2[CH:3]=[C:4]3[C:9](=[CH:10][CH:11]=2)[N:8]=[CH:7][C:6]([C:12]([CH:14]2[CH2:16][CH2:15]2)=[O:13])=[C:5]3[NH:17][C@H:18]2[CH2:23][CH2:22][C@H:21]([N:24]3[CH2:25][CH2:26][CH2:27][CH2:28]3)[CH2:20][CH2:19]2)[CH:33]=[CH:34][C:35]=1[OH:36]. The yield is 0.830.